Dataset: Catalyst prediction with 721,799 reactions and 888 catalyst types from USPTO. Task: Predict which catalyst facilitates the given reaction. (1) Reactant: [CH3:1][C@@H:2]1[CH2:6][N:5]([C:7]([O:9][C:10]([CH3:13])([CH3:12])[CH3:11])=[O:8])[C@H:4]([C:14]([O:16][CH2:17][C:18]([C:20]2[CH:21]=[CH:22][C:23]3[C:32]4[CH:31]=[C:30]5[CH2:33][CH2:34][CH:35](Br)[C:36](=[O:37])[C:29]5=[CH:28][C:27]=4[O:26][CH2:25][C:24]=3[CH:39]=2)=[O:19])=[O:15])[CH2:3]1.[C:40]([O:44][C:45]([N:47]1[CH2:51][C@@H:50]([CH2:52][O:53][CH3:54])[CH2:49][C@H:48]1[C:55]([OH:57])=[O:56])=[O:46])([CH3:43])([CH3:42])[CH3:41].C([O-])([O-])=O.[Cs+].[Cs+]. Product: [CH3:1][C@@H:2]1[CH2:6][N:5]([C:7]([O:9][C:10]([CH3:13])([CH3:12])[CH3:11])=[O:8])[C@H:4]([C:14]([O:16][CH2:17][C:18]([C:20]2[CH:21]=[CH:22][C:23]3[C:32]4[CH:31]=[C:30]5[CH2:33][CH2:34][CH:35]([O:57][C:55]([C@@H:48]6[CH2:49][C@H:50]([CH2:52][O:53][CH3:54])[CH2:51][N:47]6[C:45]([O:44][C:40]([CH3:43])([CH3:42])[CH3:41])=[O:46])=[O:56])[C:36](=[O:37])[C:29]5=[CH:28][C:27]=4[O:26][CH2:25][C:24]=3[CH:39]=2)=[O:19])=[O:15])[CH2:3]1. The catalyst class is: 2. (2) Reactant: Br[C:2]1[O:3][C:4]([CH3:7])=[N:5][N:6]=1.C([Mg]Cl)(C)C.[CH:13]1([CH2:16]/[C:17](=[N:19]\[S:20]([C:22]([CH3:25])([CH3:24])[CH3:23])=[O:21])/[CH3:18])[CH2:15][CH2:14]1.C[Al](C)C.CCCCCCC. Product: [CH:13]1([CH2:16][C:17]([NH:19][S:20]([C:22]([CH3:23])([CH3:25])[CH3:24])=[O:21])([CH3:18])[C:2]2[O:3][C:4]([CH3:7])=[N:5][N:6]=2)[CH2:14][CH2:15]1. The catalyst class is: 182. (3) Reactant: [CH3:1][N:2]([C@@H:10]([CH2:26][CH3:27])[C:11](=[O:25])[NH:12][C@@H:13]1[C:19](=[O:20])[NH:18][C:17]2[CH:21]=[CH:22][CH:23]=[CH:24][C:16]=2[CH2:15][CH2:14]1)[C:3](=[O:9])[O:4][C:5]([CH3:8])([CH3:7])[CH3:6].[Br:28][C:29]1[CH:30]=[C:31]2[C:36](=[CH:37][CH:38]=1)[C:35]([CH2:39]Cl)=[C:34]([O:41][CH3:42])[CH:33]=[CH:32]2.[Na+].[I-].C([O-])([O-])=O.[Cs+].[Cs+]. Product: [Br:28][C:29]1[CH:30]=[C:31]2[C:36](=[CH:37][CH:38]=1)[C:35]([CH2:39][N:18]1[C:19](=[O:20])[C@@H:13]([NH:12][C:11](=[O:25])[C@@H:10]([N:2]([CH3:1])[C:3](=[O:9])[O:4][C:5]([CH3:8])([CH3:7])[CH3:6])[CH2:26][CH3:27])[CH2:14][CH2:15][C:16]3[CH:24]=[CH:23][CH:22]=[CH:21][C:17]1=3)=[C:34]([O:41][CH3:42])[CH:33]=[CH:32]2. The catalyst class is: 31. (4) Reactant: [CH3:1][S:2][CH3:3].ClN1C(=O)CCC1=O.[CH3:12][O:13][C:14]([C:16]1[CH:24]=[C:23]2[C:19](C=[CH:21][NH:22]2)=[CH:18][CH:17]=1)=[O:15]. Product: [CH3:1][S:2][C:3]1[C:19]2[C:23](=[CH:24][C:16]([C:14]([O:13][CH3:12])=[O:15])=[CH:17][CH:18]=2)[NH:22][CH:21]=1. The catalyst class is: 4. (5) Reactant: Br[CH2:2][C:3]1[CH:8]=[CH:7][CH:6]=[CH:5][C:4]=1/[C:9](=[CH:14]\[O:15][CH3:16])/[C:10]([O:12][CH3:13])=[O:11].[OH:17][C:18]1[C:25]([CH3:26])=[CH:24][C:21]([CH:22]=[O:23])=[C:20]([CH3:27])[CH:19]=1.C(=O)([O-])[O-].[Cs+].[Cs+]. Product: [CH:22]([C:21]1[C:20]([CH3:27])=[CH:19][C:18]([O:17][CH2:2][C:3]2[CH:8]=[CH:7][CH:6]=[CH:5][C:4]=2/[C:9](=[CH:14]\[O:15][CH3:16])/[C:10]([O:12][CH3:13])=[O:11])=[C:25]([CH3:26])[CH:24]=1)=[O:23]. The catalyst class is: 10. (6) Reactant: [O:1]=[C:2]1[CH2:7][CH2:6][N:5]([C:8]([O:10][C:11]([CH3:14])([CH3:13])[CH3:12])=[O:9])[CH2:4][CH2:3]1.C([N-]C(C)C)(C)C.[Li+].C(NC(C)C)(C)C.C([Li])CCC.C1C=CC(N([S:42]([C:45]([F:48])([F:47])[F:46])(=[O:44])=[O:43])[S:42]([C:45]([F:48])([F:47])[F:46])(=[O:44])=[O:43])=CC=1. Product: [F:46][C:45]([F:48])([F:47])[S:42]([O:1][C:2]1[CH2:7][CH2:6][N:5]([C:8]([O:10][C:11]([CH3:14])([CH3:13])[CH3:12])=[O:9])[CH2:4][CH:3]=1)(=[O:44])=[O:43]. The catalyst class is: 7. (7) Reactant: [CH3:1][C:2]1[N:6]=[C:5]([CH3:7])[N:4]([C:8]2[CH:13]=[C:12]([C@@H:14]3[CH2:16][C@H:15]3[C:17](O)=O)[CH:11]=[C:10]([CH3:20])[N:9]=2)[N:3]=1.[CH3:21][NH:22][C:23]1[C:24]([NH2:29])=[CH:25][CH:26]=[CH:27][CH:28]=1.CCN=C=NCCCN(C)C.Cl.C1C=CC2N(O)N=NC=2C=1.C(N(C(C)C)CC)(C)C. Product: [CH3:1][C:2]1[N:6]=[C:5]([CH3:7])[N:4]([C:8]2[CH:13]=[C:12]([C@@H:14]3[CH2:16][C@H:15]3[C:17]3[N:22]([CH3:21])[C:23]4[CH:28]=[CH:27][CH:26]=[CH:25][C:24]=4[N:29]=3)[CH:11]=[C:10]([CH3:20])[N:9]=2)[N:3]=1. The catalyst class is: 7.